This data is from Full USPTO retrosynthesis dataset with 1.9M reactions from patents (1976-2016). The task is: Predict the reactants needed to synthesize the given product. (1) Given the product [CH3:8][C:9]1[NH:11][N:12]=[C:5]([C:6]2[O:15][N:16]=[C:17]([C:19]3[CH:24]=[CH:23][C:22]([O:25][C:26]([F:28])([F:27])[F:29])=[CH:21][CH:20]=3)[N:18]=2)[CH:10]=1, predict the reactants needed to synthesize it. The reactants are: C(Cl)CCl.[CH:5]1[CH:6]=C[C:8]2N(O)[N:12]=[N:11][C:9]=2[CH:10]=1.[OH:15][N:16]=[C:17]([C:19]1[CH:24]=[CH:23][C:22]([O:25][C:26]([F:29])([F:28])[F:27])=[CH:21][CH:20]=1)[NH2:18].CC1NN=C(C(O)=O)C=1. (2) Given the product [NH2:1][C:2]1([C:6]2[CH:11]=[CH:10][C:9]([C:12]3[N:13]=[C:14]4[C:19]([C:20]5[CH:24]=[CH:23][NH:22][N:21]=5)=[CH:18][C:17]([C:25]([OH:27])=[O:26])=[N:16][N:15]4[C:29]=3[C:30]3[CH:31]=[CH:32][CH:33]=[CH:34][CH:35]=3)=[CH:8][CH:7]=2)[CH2:5][CH2:4][CH2:3]1, predict the reactants needed to synthesize it. The reactants are: [NH2:1][C:2]1([C:6]2[CH:11]=[CH:10][C:9]([C:12]3[N:13]=[C:14]4[C:19]([C:20]5[CH:24]=[CH:23][NH:22][N:21]=5)=[CH:18][C:17]([C:25]([O:27]C)=[O:26])=[N:16][N:15]4[C:29]=3[C:30]3[CH:35]=[CH:34][CH:33]=[CH:32][CH:31]=3)=[CH:8][CH:7]=2)[CH2:5][CH2:4][CH2:3]1.[OH-].[Na+].O.Cl. (3) The reactants are: Br[CH2:2][CH2:3][CH2:4][CH2:5][CH2:6][CH3:7].[N:8]1[C:16]2[CH2:15][CH2:14][NH:13][CH2:12][C:11]=2[S:10][C:9]=1[NH:17][C:18]([NH2:20])=[NH:19].C(=O)([O-])[O-].[Cs+].[Cs+].[OH-].[Na+]. Given the product [CH2:2]([N:13]1[CH2:14][CH2:15][C:16]2[N:8]=[C:9]([NH:17][C:18]([NH2:20])=[NH:19])[S:10][C:11]=2[CH2:12]1)[CH2:3][CH2:4][CH2:5][CH2:6][CH3:7], predict the reactants needed to synthesize it. (4) Given the product [NH2:5][CH:6]1[CH2:11][CH2:10][CH:9]([C:12]([O:14][CH3:15])=[O:13])[CH2:8][CH2:7]1, predict the reactants needed to synthesize it. The reactants are: S(Cl)(Cl)=O.[NH2:5][CH:6]1[CH2:11][CH2:10][CH:9]([C:12]([OH:14])=[O:13])[CH2:8][CH2:7]1.[C:15](=O)(O)[O-].[Na+]. (5) Given the product [C:1]([O:27][C:23]1[CH:24]=[CH:25][CH:26]=[C:21]([C:16]2[CH:17]=[CH:18][CH:19]=[CH:20][C:15]=2[CH:12]2[CH2:13][CH2:14][CH:9]([CH2:6][CH2:7][CH3:8])[CH2:10][CH2:11]2)[CH:22]=1)(=[O:4])[CH2:2][CH3:3], predict the reactants needed to synthesize it. The reactants are: [C:1](Cl)(=[O:4])[CH2:2][CH3:3].[CH2:6]([CH:9]1[CH2:14][CH2:13][CH:12]([C:15]2[CH:20]=[CH:19][CH:18]=[CH:17][C:16]=2[C:21]2[CH:22]=[C:23]([OH:27])[CH:24]=[CH:25][CH:26]=2)[CH2:11][CH2:10]1)[CH2:7][CH3:8].O.Cl.